This data is from Forward reaction prediction with 1.9M reactions from USPTO patents (1976-2016). The task is: Predict the product of the given reaction. (1) Given the reactants [I:1][C:2]1[C:10]2[C:5](=[CH:6][C:7]([N+:12]([O-:14])=[O:13])=[C:8]([CH3:11])[CH:9]=2)[NH:4][N:3]=1.[H-].[Na+].[CH3:17]I.Cl, predict the reaction product. The product is: [I:1][C:2]1[C:10]2[C:5](=[CH:6][C:7]([N+:12]([O-:14])=[O:13])=[C:8]([CH3:11])[CH:9]=2)[N:4]([CH3:17])[N:3]=1. (2) Given the reactants Br[C:2]1[CH:18]=[CH:17][C:5]([O:6][CH:7]([CH3:16])[CH2:8][NH:9][S:10]([CH:13]([CH3:15])[CH3:14])(=[O:12])=[O:11])=[CH:4][CH:3]=1.[C:19]([O-])(=O)[CH3:20].[K+].CN(C)[CH:26]=[O:27].[C:29](=[O:32])([O-])[O-].[Na+].[Na+], predict the reaction product. The product is: [CH3:16][CH:7]([O:6][C:5]1[CH:17]=[CH:18][C:2]([C:20]2[CH:19]=[CH:4][C:3]([C:29]([O:27][CH3:26])=[O:32])=[CH:2][CH:18]=2)=[CH:3][CH:4]=1)[CH2:8][NH:9][S:10]([CH:13]([CH3:15])[CH3:14])(=[O:12])=[O:11]. (3) Given the reactants N1CCCC1.[CH2:6]([NH:13][C:14]([NH:16][C@H:17]1[CH2:25][C@H:24]2[C@:20]([C:26]3[CH:31]=[CH:30][C:29]([O:32][CH3:33])=[C:28]([O:34][CH3:35])[CH:27]=3)([CH2:21][CH2:22][NH:23]2)[CH2:19][CH2:18]1)=[S:15])[C:7]1[CH:12]=[CH:11][CH:10]=[CH:9][CH:8]=1.[N+:36]([C:39]1[CH:46]=[CH:45][C:42]([CH:43]=O)=[CH:41][CH:40]=1)([O-:38])=[O:37], predict the reaction product. The product is: [CH2:6]([NH:13][C:14]([NH:16][C@H:17]1[CH2:25][C@H:24]2[C@:20]([C:26]3[CH:31]=[CH:30][C:29]([O:32][CH3:33])=[C:28]([O:34][CH3:35])[CH:27]=3)([CH2:21][CH2:22][N:23]2[CH2:43][C:42]2[CH:45]=[CH:46][C:39]([N+:36]([O-:38])=[O:37])=[CH:40][CH:41]=2)[CH2:19][CH2:18]1)=[S:15])[C:7]1[CH:12]=[CH:11][CH:10]=[CH:9][CH:8]=1.